Dataset: Forward reaction prediction with 1.9M reactions from USPTO patents (1976-2016). Task: Predict the product of the given reaction. (1) Given the reactants [N+:1]([C:4]1[CH:13]=[CH:12][C:11]2[NH:10][CH:9]=[C:8]3[C:14](=[O:23])[N:15]([C:17]4[CH:22]=[CH:21][CH:20]=[CH:19][CH:18]=4)[N:16]=[C:7]3[C:6]=2[CH:5]=1)([O-:3])=[O:2].[CH3:24][O:25]C1C=CC(NN)=CC=1, predict the reaction product. The product is: [CH3:24][O:25][C:20]1[CH:21]=[CH:22][C:17]([N:15]2[C:14](=[O:23])[C:8]3=[CH:9][NH:10][C:11]4[CH:12]=[CH:13][C:4]([N+:1]([O-:3])=[O:2])=[CH:5][C:6]=4[C:7]3=[N:16]2)=[CH:18][CH:19]=1. (2) Given the reactants [CH:1]1[CH2:5][CH:4]=[CH:3][CH:2]=1.[Li]CCCC.[Br:11][C:12]1[CH:20]=[CH:19][CH:18]=[C:17]2[C:13]=1[CH:14]=[C:15]([CH3:25])[CH:16]2[Si:21](Cl)([CH3:23])[CH3:22].O, predict the reaction product. The product is: [Br:11][C:12]1[CH:20]=[CH:19][CH:18]=[C:17]2[C:13]=1[CH:14]=[C:15]([CH3:25])[CH:16]2[Si:21]([CH:4]1[CH:3]=[CH:2][CH:1]=[CH:5]1)([CH3:23])[CH3:22].